Dataset: Full USPTO retrosynthesis dataset with 1.9M reactions from patents (1976-2016). Task: Predict the reactants needed to synthesize the given product. (1) Given the product [OH:2][CH2:1][C:3]1[CH:4]=[CH:5][C:6]([O:13][CH3:14])=[C:7]([CH:12]=1)[C:8]([O:10][CH3:11])=[O:9], predict the reactants needed to synthesize it. The reactants are: [CH:1]([C:3]1[CH:4]=[CH:5][C:6]([O:13][CH3:14])=[C:7]([CH:12]=1)[C:8]([O:10][CH3:11])=[O:9])=[O:2].[BH4-].[Na+]. (2) Given the product [Cl:6][C:7]1[C:8]([CH3:19])=[C:9]2[C:10]([C:15](=[O:2])[C:14](=[O:18])[NH:13]2)=[CH:11][CH:12]=1, predict the reactants needed to synthesize it. The reactants are: S(=O)(=O)(O)[OH:2].[Cl:6][C:7]1[C:8]([CH3:19])=[C:9]([NH:13][C:14](=[O:18])[CH:15]=NO)[CH:10]=[CH:11][CH:12]=1. (3) Given the product [Br:1][C:2]1[N:7]=[C:6]([F:8])[C:5]([O:9][Si:18]([CH:22]([CH3:24])[CH3:23])([CH:19]([CH3:21])[CH3:20])[CH:16]([CH3:17])[CH3:15])=[CH:4][CH:3]=1, predict the reactants needed to synthesize it. The reactants are: [Br:1][C:2]1[N:7]=[C:6]([F:8])[C:5]([OH:9])=[CH:4][CH:3]=1.N1C=CN=C1.[CH3:15][CH:16]([Si:18](Cl)([CH:22]([CH3:24])[CH3:23])[CH:19]([CH3:21])[CH3:20])[CH3:17].O. (4) Given the product [CH3:1][O:2][C:3]1[CH:4]=[C:5]([CH:33]=[CH:34][C:35]=1[O:36][CH3:37])[CH2:6][CH:7]1[C:16]2[C:11](=[CH:12][C:13]([O:18][CH3:19])=[C:14]([O:17][CH2:38][CH2:39][CH3:40])[CH:15]=2)[CH2:10][CH2:9][N:8]1[CH2:20][C:21]([NH:23][CH:24]1[C:32]2[C:27](=[CH:28][CH:29]=[CH:30][CH:31]=2)[CH2:26][CH2:25]1)=[O:22], predict the reactants needed to synthesize it. The reactants are: [CH3:1][O:2][C:3]1[CH:4]=[C:5]([CH:33]=[CH:34][C:35]=1[O:36][CH3:37])[CH2:6][CH:7]1[C:16]2[C:11](=[CH:12][C:13]([O:18][CH3:19])=[C:14]([OH:17])[CH:15]=2)[CH2:10][CH2:9][N:8]1[CH2:20][C:21]([NH:23][CH:24]1[C:32]2[C:27](=[CH:28][CH:29]=[CH:30][CH:31]=2)[CH2:26][CH2:25]1)=[O:22].[CH2:38](Br)[CH2:39][CH3:40]. (5) Given the product [Br:1][C:2]1[CH:3]=[N:4][C:5]([C:8]23[O:22][CH:9]2[CH2:10][O:11][CH2:12][CH2:13]3)=[N:6][CH:7]=1, predict the reactants needed to synthesize it. The reactants are: [Br:1][C:2]1[CH:3]=[N:4][C:5]([C:8]2[CH2:9][CH2:10][O:11][CH2:12][CH:13]=2)=[N:6][CH:7]=1.ClC1C=C(C(OO)=[O:22])C=CC=1. (6) The reactants are: [Cl:1][C:2]1[CH:3]=[C:4]([N:10]2[CH:18]([CH:19]3[CH2:23][CH2:22][CH2:21][CH2:20]3)[CH:17]3[C:12]([C:13]4[CH:27]=[CH:26][C:25]([C:28]([OH:30])=[O:29])=[CH:24][C:14]=4[CH2:15][CH2:16]3)=[N:11]2)[CH:5]=[CH:6][C:7]=1[C:8]#[N:9].[CH3:31][Si:32]([CH3:37])([CH3:36])[CH2:33][CH2:34]O. Given the product [Cl:1][C:2]1[CH:3]=[C:4]([N:10]2[CH:18]([CH:19]3[CH2:20][CH2:21][CH2:22][CH2:23]3)[CH:17]3[C:12]([C:13]4[CH:27]=[CH:26][C:25]([C:28]([O:30][CH2:34][CH2:33][Si:32]([CH3:37])([CH3:36])[CH3:31])=[O:29])=[CH:24][C:14]=4[CH2:15][CH2:16]3)=[N:11]2)[CH:5]=[CH:6][C:7]=1[C:8]#[N:9], predict the reactants needed to synthesize it. (7) Given the product [C:7]([O:11][C:12](=[O:31])[NH:13][C:14]1[S:15][C:16]([C:20]2[CH:25]=[CH:24][N:23]=[C:22]([C:26]([CH3:28])([CH3:27])[CH2:29][NH2:30])[CH:21]=2)=[C:17]([CH3:19])[N:18]=1)([CH3:8])([CH3:10])[CH3:9], predict the reactants needed to synthesize it. The reactants are: [H-].[H-].[H-].[H-].[Li+].[Al+3].[C:7]([O:11][C:12](=[O:31])[NH:13][C:14]1[S:15][C:16]([C:20]2[CH:25]=[CH:24][N:23]=[C:22]([C:26]([C:29]#[N:30])([CH3:28])[CH3:27])[CH:21]=2)=[C:17]([CH3:19])[N:18]=1)([CH3:10])([CH3:9])[CH3:8]. (8) Given the product [C:1]([O:5][C:6]([N:8]1[CH2:20][C@@H:19]([CH3:21])[N:18]2[C@H:10]([CH2:11][C:12]3[C:17]2=[N:16][C:15]([CH3:22])=[C:14]([CH2:23][OH:24])[CH:13]=3)[CH2:9]1)=[O:7])([CH3:2])([CH3:3])[CH3:4], predict the reactants needed to synthesize it. The reactants are: [C:1]([O:5][C:6]([N:8]1[CH2:20][C@@H:19]([CH3:21])[N:18]2[C@H:10]([CH2:11][C:12]3[C:17]2=[N:16][C:15]([CH3:22])=[C:14]([CH:23]=[O:24])[CH:13]=3)[CH2:9]1)=[O:7])([CH3:4])([CH3:3])[CH3:2].[BH4-].[Na+].C(=O)(O)[O-].[Na+].